From a dataset of Full USPTO retrosynthesis dataset with 1.9M reactions from patents (1976-2016). Predict the reactants needed to synthesize the given product. (1) Given the product [CH3:7][C:6]1([CH3:8])[C:2]([CH3:1])([CH3:25])[O:3][B:4]([C:9]2[CH:10]=[C:11]3[C:15](=[CH:16][CH:17]=2)[NH:14][CH2:13][CH2:12]3)[O:5]1, predict the reactants needed to synthesize it. The reactants are: [CH3:1][C:2]1([CH3:25])[C:6]([CH3:8])([CH3:7])[O:5][B:4]([C:9]2[CH:10]=[C:11]3[C:15](=[CH:16][CH:17]=2)[N:14](C(OC(C)(C)C)=O)[CH2:13][CH2:12]3)[O:3]1.FC(F)(F)C(O)=O.C([O-])(O)=O.[Na+]. (2) Given the product [C:1]([O:5][C:6]([CH2:8][NH:9][CH2:10][C:11]1[CH:12]=[C:13]([C:17]2[CH:22]=[CH:21][C:20]([CH2:23][CH:24]([O:29][CH2:30][CH3:31])[C:25]([OH:27])=[O:26])=[CH:19][CH:18]=2)[CH:14]=[CH:15][CH:16]=1)=[O:7])([CH3:3])([CH3:4])[CH3:2], predict the reactants needed to synthesize it. The reactants are: [C:1]([O:5][C:6]([CH2:8][NH:9][CH2:10][C:11]1[CH:12]=[C:13]([C:17]2[CH:22]=[CH:21][C:20]([CH2:23][CH:24]([O:29][CH2:30][CH3:31])[C:25]([O:27]C)=[O:26])=[CH:19][CH:18]=2)[CH:14]=[CH:15][CH:16]=1)=[O:7])([CH3:4])([CH3:3])[CH3:2].CO.[OH-].[Li+].Cl. (3) Given the product [Cl:1][C:2]1[CH:24]=[C:23]([C:25]2[CH2:30][CH2:29][C:28](=[O:31])[NH:27][N:26]=2)[CH:22]=[CH:21][C:3]=1[O:4][CH2:5][C:6]([NH:8][CH2:9][C:10]1[CH:11]=[CH:12][C:13]([O:16][CH2:17][CH:18]([OH:19])[CH2:20][NH:35][CH:32]([CH3:34])[CH3:33])=[CH:14][CH:15]=1)=[O:7], predict the reactants needed to synthesize it. The reactants are: [Cl:1][C:2]1[CH:24]=[C:23]([C:25]2[CH2:30][CH2:29][C:28](=[O:31])[NH:27][N:26]=2)[CH:22]=[CH:21][C:3]=1[O:4][CH2:5][C:6]([NH:8][CH2:9][C:10]1[CH:15]=[CH:14][C:13]([O:16][CH2:17][CH:18]2[CH2:20][O:19]2)=[CH:12][CH:11]=1)=[O:7].[CH:32]([NH2:35])([CH3:34])[CH3:33]. (4) Given the product [Br:1][C:2]1[S:6][C:5]([S:7]([N:11]2[CH2:15][CH2:14][CH2:13][CH2:12]2)(=[O:9])=[O:8])=[CH:4][CH:3]=1, predict the reactants needed to synthesize it. The reactants are: [Br:1][C:2]1[S:6][C:5]([S:7](Cl)(=[O:9])=[O:8])=[CH:4][CH:3]=1.[NH:11]1[CH2:15][CH2:14][CH2:13][CH2:12]1.C(=O)([O-])[O-].[K+].[K+].C(OCC)(=O)C.